Dataset: Full USPTO retrosynthesis dataset with 1.9M reactions from patents (1976-2016). Task: Predict the reactants needed to synthesize the given product. (1) Given the product [Br:1][C:2]1[CH:7]=[C:6]([CH3:8])[N:5]([CH2:10][CH3:11])[C:4](=[O:9])[CH:3]=1, predict the reactants needed to synthesize it. The reactants are: [Br:1][C:2]1[CH:7]=[C:6]([CH3:8])[NH:5][C:4](=[O:9])[CH:3]=1.[CH2:10](I)[CH3:11].C([O-])([O-])=O.[K+].[K+]. (2) Given the product [CH3:12][O:13][CH2:14][CH2:15][CH2:16][C:17]1[CH:24]=[CH:23][C:20]([C:1]2[NH:2][C:3](=[O:11])[C:4]3[C:5]([CH:10]=2)=[CH:6][CH:7]=[CH:8][CH:9]=3)=[CH:19][CH:18]=1, predict the reactants needed to synthesize it. The reactants are: [CH3:1][NH:2][C:3](=[O:11])[C:4]1[CH:9]=[CH:8][CH:7]=[CH:6][C:5]=1[CH3:10].[CH3:12][O:13][CH2:14][CH2:15][CH2:16][C:17]1[CH:24]=[CH:23][C:20](C#N)=[CH:19][CH:18]=1. (3) Given the product [CH3:1][O:2][C:3]1[CH:4]=[C:5]2[C:10](=[CH:11][C:12]=1[O:13][CH3:14])[N:9]=[CH:8][CH:7]=[C:6]2[O:15][C:16]1[CH:22]=[CH:21][C:19]([NH:20][C:41](=[O:47])[O:40][CH2:38][C:54]2[CH:57]=[CH:58][C:51]([C:50]([F:60])([F:59])[F:49])=[CH:52][CH:53]=2)=[CH:18][CH:17]=1, predict the reactants needed to synthesize it. The reactants are: [CH3:1][O:2][C:3]1[CH:4]=[C:5]2[C:10](=[CH:11][C:12]=1[O:13][CH3:14])[N:9]=[CH:8][CH:7]=[C:6]2[O:15][C:16]1[CH:22]=[CH:21][C:19]([NH2:20])=[CH:18][CH:17]=1.C1(C)C=CC=CC=1.C(N(CC)CC)C.Cl[C:38](Cl)([O:40][C:41](=[O:47])OC(Cl)(Cl)Cl)Cl.[F:49][C:50]([F:60])([F:59])[C:51]1[CH:58]=[CH:57][C:54](CO)=[CH:53][CH:52]=1. (4) Given the product [CH3:6][O:5][C:21]1[C:22]([N+:37]([O-:39])=[O:38])=[CH:23][C:24]([CH3:36])=[C:25]([N:27]2[CH2:32][CH2:31][N:30]([C:33](=[O:35])[CH3:34])[CH2:29][CH2:28]2)[CH:26]=1, predict the reactants needed to synthesize it. The reactants are: CO.[H-].[Na+].[O:5]1CCOCCOCCOCCOC[CH2:6]1.Cl[C:21]1[C:22]([N+:37]([O-:39])=[O:38])=[CH:23][C:24]([CH3:36])=[C:25]([N:27]2[CH2:32][CH2:31][N:30]([C:33](=[O:35])[CH3:34])[CH2:29][CH2:28]2)[CH:26]=1.[NH4+].[Cl-]. (5) Given the product [O:21]=[C:20]1[N:7]2[CH:6]=[CH:5][C:4]3[C:3](=[O:30])[C:2]([C:39]4[CH:40]=[CH:41][C:42]([C:45]5([NH:49][S:50]([C:52]([CH3:55])([CH3:54])[CH3:53])=[O:51])[CH2:48][O:47][CH2:46]5)=[CH:43][CH:44]=4)=[C:11]([C:12]4[CH:17]=[CH:16][CH:15]=[CH:14][CH:13]=4)[O:10][C:9]=3[C:8]2=[N:18][N:19]1[CH2:22][O:23][CH2:24][CH2:25][Si:26]([CH3:29])([CH3:28])[CH3:27], predict the reactants needed to synthesize it. The reactants are: I[C:2]1[C:3](=[O:30])[C:4]2[CH:5]=[CH:6][N:7]3[C:20](=[O:21])[N:19]([CH2:22][O:23][CH2:24][CH2:25][Si:26]([CH3:29])([CH3:28])[CH3:27])[N:18]=[C:8]3[C:9]=2[O:10][C:11]=1[C:12]1[CH:17]=[CH:16][CH:15]=[CH:14][CH:13]=1.CC1(C)C(C)(C)OB([C:39]2[CH:44]=[CH:43][C:42]([C:45]3([NH:49][S:50]([C:52]([CH3:55])([CH3:54])[CH3:53])=[O:51])[CH2:48][O:47][CH2:46]3)=[CH:41][CH:40]=2)O1.ClCCl.C(=O)([O-])[O-].[Na+].[Na+]. (6) The reactants are: [CH2:1]([P:5]([CH2:10][CH2:11][CH2:12][CH3:13])[CH2:6][CH2:7][CH2:8][CH3:9])[CH2:2][CH2:3][CH3:4].[CH3:14][O:15][C:16](=[O:21])[C:17]([O:19]C)=[O:18]. Given the product [CH2:10]([P+:5]([CH2:1][CH2:2][CH2:3][CH3:4])([CH2:6][CH2:7][CH2:8][CH3:9])[CH3:14])[CH2:11][CH2:12][CH3:13].[CH3:14][O:15][C:16](=[O:21])[C:17]([O-:19])=[O:18], predict the reactants needed to synthesize it. (7) Given the product [C:12]([O:11][C:10]([NH:9][CH2:8][CH2:7][CH2:6][NH:17][C@:18]12[CH2:53][CH2:52][C@@H:51]([C:54]([CH3:56])=[CH2:55])[C@@H:19]1[C@@H:20]1[C@@:33]([CH3:36])([CH2:34][CH2:35]2)[C@@:32]2([CH3:37])[C@@H:23]([C@:24]3([CH3:50])[C@@H:29]([CH2:30][CH2:31]2)[C:28]([CH3:38])([CH3:39])[C:27]([C:40]2[CH:41]=[CH:42][C:43]([C:44]([O:46][CH3:47])=[O:45])=[CH:48][CH:49]=2)=[CH:26][CH2:25]3)[CH2:22][CH2:21]1)=[O:16])([CH3:15])([CH3:14])[CH3:13], predict the reactants needed to synthesize it. The reactants are: C(O)(=O)C.O=[CH:6][CH2:7][CH2:8][NH:9][C:10](=[O:16])[O:11][C:12]([CH3:15])([CH3:14])[CH3:13].[NH2:17][C@:18]12[CH2:53][CH2:52][C@@H:51]([C:54]([CH3:56])=[CH2:55])[C@@H:19]1[C@@H:20]1[C@@:33]([CH3:36])([CH2:34][CH2:35]2)[C@@:32]2([CH3:37])[C@@H:23]([C@:24]3([CH3:50])[C@@H:29]([CH2:30][CH2:31]2)[C:28]([CH3:39])([CH3:38])[C:27]([C:40]2[CH:49]=[CH:48][C:43]([C:44]([O:46][CH3:47])=[O:45])=[CH:42][CH:41]=2)=[CH:26][CH2:25]3)[CH2:22][CH2:21]1.C(O[BH-](OC(=O)C)OC(=O)C)(=O)C.[Na+]. (8) Given the product [CH2:33]([N:3]([CH2:1][CH3:2])[CH2:4][CH2:5][CH2:6]/[CH:7]=[CH:8]/[C:9]1[CH:14]=[CH:13][CH:12]=[CH:11][C:10]=1[S:15]([NH:18][C:19]1[CH:28]=[CH:27][C:26]2[CH2:25][CH2:24][CH2:23][CH2:22][C:21]=2[C:20]=1[C:29]([OH:31])=[O:30])(=[O:17])=[O:16])[CH3:34], predict the reactants needed to synthesize it. The reactants are: [CH2:1]([N:3]([CH2:33][CH3:34])[CH2:4][CH2:5][CH2:6]/[CH:7]=[CH:8]/[C:9]1[CH:14]=[CH:13][CH:12]=[CH:11][C:10]=1[S:15]([NH:18][C:19]1[CH:28]=[CH:27][C:26]2[CH2:25][CH2:24][CH2:23][CH2:22][C:21]=2[C:20]=1[C:29]([O:31]C)=[O:30])(=[O:17])=[O:16])[CH3:2].[Li+].[I-]. (9) Given the product [O:12]=[C:11]1[N:13]2[CH:2]=[C:3]([C:4]([O:6][CH2:7][CH3:8])=[O:5])[N:15]=[C:14]2[CH:16]=[CH:17][NH:10]1, predict the reactants needed to synthesize it. The reactants are: Br[CH2:2][C:3](=O)[C:4]([O:6][CH2:7][CH3:8])=[O:5].[NH:10]1[CH:17]=[CH:16][C:14]([NH2:15])=[N:13][C:11]1=[O:12]. (10) Given the product [CH3:7][CH:8]([CH3:35])[CH2:9][O:10][C:11]([C:13]1[C:18](=[O:19])[N:17]([CH2:20][C:21]2[CH:26]=[CH:25][C:24]([O:27][CH2:37][CH2:38][CH2:39][CH2:40][O:41][CH2:42][C@H:43]3[CH2:47][O:46][C:45]([CH3:48])([CH3:49])[O:44]3)=[C:23]([F:28])[C:22]=2[F:29])[N:16]2[CH2:30][CH2:31][CH2:32][C@:15]2([CH3:33])[C:14]=1[OH:34])=[O:12], predict the reactants needed to synthesize it. The reactants are: C(=O)([O-])[O-].[Cs+].[Cs+].[CH3:7][CH:8]([CH3:35])[CH2:9][O:10][C:11]([C:13]1[C:18](=[O:19])[N:17]([CH2:20][C:21]2[CH:26]=[CH:25][C:24]([OH:27])=[C:23]([F:28])[C:22]=2[F:29])[N:16]2[CH2:30][CH2:31][CH2:32][C@:15]2([CH3:33])[C:14]=1[OH:34])=[O:12].Br[CH2:37][CH2:38][CH2:39][CH2:40][O:41][CH2:42][C@H:43]1[CH2:47][O:46][C:45]([CH3:49])([CH3:48])[O:44]1.P([O-])(O)(O)=O.[K+].